From a dataset of Full USPTO retrosynthesis dataset with 1.9M reactions from patents (1976-2016). Predict the reactants needed to synthesize the given product. (1) Given the product [C:1]([O:5][C:6]([N:8]1[CH2:9][CH2:10][C:11]([CH2:14][CH2:15][OH:18])([O:16][CH3:17])[CH2:12][CH2:13]1)=[O:7])([CH3:4])([CH3:3])[CH3:2], predict the reactants needed to synthesize it. The reactants are: [C:1]([O:5][C:6]([N:8]1[CH2:13][CH2:12][C:11]([O:16][CH3:17])([CH:14]=[CH2:15])[CH2:10][CH2:9]1)=[O:7])([CH3:4])([CH3:3])[CH3:2].[OH-:18].[Na+].OO. (2) Given the product [N:29]1[CH:6]=[CH:5][CH:4]=[CH:3][C:2]=1[CH2:1][O:8][C:9]1[CH:14]=[CH:13][C:12]([C:15]2[CH:19]=[C:18]([CH:20]([O:22][C:23](=[O:25])[NH2:24])[CH3:21])[O:17][N:16]=2)=[CH:11][CH:10]=1, predict the reactants needed to synthesize it. The reactants are: [CH2:1]([O:8][C:9]1[CH:14]=[CH:13][C:12]([C:15]2[CH:19]=[C:18]([CH:20]([O:22][C:23](=[O:25])[NH2:24])[CH3:21])[O:17][N:16]=2)=[CH:11][CH:10]=1)[C:2]1C=[CH:6][CH:5]=[CH:4][CH:3]=1.BrCC1C=CC=C[N:29]=1. (3) Given the product [OH:20][CH2:19][C:18]1[O:13][N:12]=[C:11]([C:7]2[CH:6]=[C:5]3[C:10](=[CH:9][CH:8]=2)[C:2](=[O:1])[O:3][CH2:4]3)[CH:17]=1, predict the reactants needed to synthesize it. The reactants are: [O:1]=[C:2]1[C:10]2[C:5](=[CH:6][C:7]([CH:11]=[N:12][OH:13])=[CH:8][CH:9]=2)[CH2:4][O:3]1.ClN1[C:19](=[O:20])[CH2:18][CH2:17]C1=O.C(O)C#C.C(N(CC)CC)C. (4) Given the product [C:1]([O:5][C:6](=[O:33])[NH:7][C:8]1[S:9][C:10]2[CH:31]=[C:28]([CH3:29])[C:27](=[O:30])[C:14]3[C:13](=[CH:17][N:16]([CH2:18][C:19]4[CH:24]=[CH:23][C:22]([O:25][CH3:26])=[CH:21][CH:20]=4)[N:15]=3)[C:11]=2[N:12]=1)([CH3:3])([CH3:4])[CH3:2], predict the reactants needed to synthesize it. The reactants are: [C:1]([O:5][C:6](=[O:33])[NH:7][C:8]1[S:9][C:10]([CH:31]=O)=[C:11]([C:13]2[C:14]([C:27](=[O:30])[CH2:28][CH3:29])=[N:15][N:16]([CH2:18][C:19]3[CH:24]=[CH:23][C:22]([O:25][CH3:26])=[CH:21][CH:20]=3)[CH:17]=2)[N:12]=1)([CH3:4])([CH3:3])[CH3:2].[OH-].[Na+]. (5) Given the product [O:16]1[C:24]2[C:19](=[CH:20][C:21]([CH2:25][N:26]([C:27]3[CH:32]=[CH:31][C:30]([O:33][CH3:34])=[CH:29][CH:28]=3)[C:13]([CH:10]3[C:11]4[C:6](=[CH:5][CH:4]=[C:3]([O:2][CH3:1])[CH:12]=4)[CH2:7][CH2:8][CH2:9]3)=[O:15])=[CH:22][CH:23]=2)[O:18][CH2:17]1, predict the reactants needed to synthesize it. The reactants are: [CH3:1][O:2][C:3]1[CH:12]=[C:11]2[C:6]([CH2:7][CH2:8][CH2:9][CH:10]2[C:13]([OH:15])=O)=[CH:5][CH:4]=1.[O:16]1[C:24]2[C:19](=[CH:20][C:21]([CH2:25][NH:26][C:27]3[CH:32]=[CH:31][C:30]([O:33][CH3:34])=[CH:29][CH:28]=3)=[CH:22][CH:23]=2)[O:18][CH2:17]1.